This data is from Antibody developability classification from SAbDab with 2,409 antibodies. The task is: Regression/Classification. Given an antibody's heavy chain and light chain sequences, predict its developability. TAP uses regression for 5 developability metrics; SAbDab uses binary classification. (1) The antibody is ['EVKLVESGGGLVQPGGSLKLSCAASGITFSSYSMSWVRQTPEKRLEWVAYISNGGSGTYYPDTVKGRFTISRDNAKNSLYLQMSSLRSEDTAMYYCARPSRGGSSYWYFDVWGAGTTVTVSS', 'DIQMTQSPSSLSASLGGKVTITCKASQDINKYIAWYQHKPGKGPRLLIQYTSTLQPDIPSRFTGSGSGRDYSFSISNLEPEDIAIYYCLQYDNLYTFGGGTQLEIK']. Result: 1 (developable). (2) The antibody is ['QVQLLESGAELVKPGASVKLSCKASGYTFTSYWMHWVKQRPGRGLEWIGRIDPNSGGTKYNEKFKSKATLTVDKPSSTAYMQLSSLTSEDSAVYYCTRRDSDYWGAGTTVTVSS', 'ELVMTQTPKFMSTSVGDRVSITCKASQNVGTAVAWYQQKPGQSPKLLIYSASNRYTGVPDRFTGSGSGTDFTLTISNMQSEDLADYFCQQYSSYPLTFGGGTKVEIK']. Result: 1 (developable).